Dataset: Catalyst prediction with 721,799 reactions and 888 catalyst types from USPTO. Task: Predict which catalyst facilitates the given reaction. (1) Reactant: C([O:3][C:4](=[O:33])[C:5]1[CH:10]=[CH:9][CH:8]=[C:7]([N:11]2[C:15]([CH3:16])=[CH:14][CH:13]=[C:12]2[C:17]2[CH:22]=[CH:21][CH:20]=[CH:19][C:18]=2[O:23][CH2:24][C:25]2[CH:30]=[CH:29][C:28]([F:31])=[CH:27][C:26]=2[Cl:32])[CH:6]=1)C.[OH-].[Na+]. Product: [Cl:32][C:26]1[CH:27]=[C:28]([F:31])[CH:29]=[CH:30][C:25]=1[CH2:24][O:23][C:18]1[CH:19]=[CH:20][CH:21]=[CH:22][C:17]=1[C:12]1[N:11]([C:7]2[CH:6]=[C:5]([CH:10]=[CH:9][CH:8]=2)[C:4]([OH:33])=[O:3])[C:15]([CH3:16])=[CH:14][CH:13]=1. The catalyst class is: 14. (2) Reactant: [C:1]([O:5][C:6]([NH:8][C@H:9]1[CH2:14][CH2:13][CH2:12][CH2:11][C@H:10]1[NH:15][C:16]1[N:21]=[C:20](Cl)[C:19]2[C:23](=[O:33])[N:24]([C:26]([O:28][C:29]([CH3:32])([CH3:31])[CH3:30])=[O:27])[CH2:25][C:18]=2[C:17]=1[F:34])=[O:7])([CH3:4])([CH3:3])[CH3:2].[F:35][C:36]1[CH:46]=[CH:45][C:39](/[CH:40]=[CH:41]/B(O)O)=[CH:38][CH:37]=1.C(=O)([O-])[O-].[Na+].[Na+]. Product: [C:1]([O:5][C:6]([NH:8][C@H:9]1[CH2:14][CH2:13][CH2:12][CH2:11][C@H:10]1[NH:15][C:16]1[N:21]=[C:20](/[CH:41]=[CH:40]/[C:39]2[CH:45]=[CH:46][C:36]([F:35])=[CH:37][CH:38]=2)[C:19]2[C:23](=[O:33])[N:24]([C:26]([O:28][C:29]([CH3:32])([CH3:31])[CH3:30])=[O:27])[CH2:25][C:18]=2[C:17]=1[F:34])=[O:7])([CH3:4])([CH3:3])[CH3:2]. The catalyst class is: 551. (3) The catalyst class is: 14. Reactant: [CH2:1]([O:8][C:9]1[CH:10]=[C:11]2[C:16](=[CH:17][C:18]=1[O:19][CH3:20])[CH:15]=[N:14][CH:13]([C:21]([CH3:24])([CH3:23])[CH3:22])[CH2:12]2)[C:2]1[CH:7]=[CH:6][CH:5]=[CH:4][CH:3]=1.C(O[CH:28]=[C:29]([C:35](=[O:37])[CH3:36])[C:30]([O:32][CH2:33][CH3:34])=[O:31])C. Product: [CH2:1]([O:8][C:9]1[C:18]([O:19][CH3:20])=[CH:17][C:16]2[CH:15]3[N:14]([CH:13]([C:21]([CH3:24])([CH3:23])[CH3:22])[CH2:12][C:11]=2[CH:10]=1)[CH:28]=[C:29]([C:30]([O:32][CH2:33][CH3:34])=[O:31])[C:35](=[O:37])[CH2:36]3)[C:2]1[CH:7]=[CH:6][CH:5]=[CH:4][CH:3]=1.